This data is from Experimentally validated miRNA-target interactions with 360,000+ pairs, plus equal number of negative samples. The task is: Binary Classification. Given a miRNA mature sequence and a target amino acid sequence, predict their likelihood of interaction. The miRNA is hsa-miR-596 with sequence AAGCCUGCCCGGCUCCUCGGG. The protein sequence of the target gene is MFWKFDLHSSSHIDTLLEREDVTLKELMDEEDVLQECKAQNRKLIEFLLKAECLEDLVSFIIEEPPQDMDEKIRYKYPNISCELLTSDVSQMNDRLGEDESLLMKLYSFLLNESPLNPLLASFFSKVLSILISRKPEQIVDFLKKKRDFVDLIIKHIGTSAIMDLLLRLLTCIEPPQPRQDVLNWLNEERIIQRLVEIVHPSQEEDRHSNASQSLCEIVRLSRDQMLQVQNSTEPDPLLATLEKQEIIEQLLSNIFHKEKNESAIVSAIQILLTLLETRRPTFEGHIEICPPGMSHSACS.... Result: 0 (no interaction).